Dataset: Full USPTO retrosynthesis dataset with 1.9M reactions from patents (1976-2016). Task: Predict the reactants needed to synthesize the given product. Given the product [CH3:12][C:8]([C:5]1[CH:6]=[CH:7][C:2]([C:19]2[CH:20]=[N:15][CH:16]=[N:17][CH:18]=2)=[CH:3][CH:4]=1)([CH3:13])[C:9]([OH:11])=[O:10], predict the reactants needed to synthesize it. The reactants are: Br[C:2]1[CH:7]=[CH:6][C:5]([C:8]([CH3:13])([CH3:12])[C:9]([OH:11])=[O:10])=[CH:4][CH:3]=1.O.[N:15]1[CH:20]=[C:19](B(O)O)[CH:18]=[N:17][CH:16]=1.C(=O)([O-])[O-].[K+].[K+].